This data is from Full USPTO retrosynthesis dataset with 1.9M reactions from patents (1976-2016). The task is: Predict the reactants needed to synthesize the given product. Given the product [C:3]([OH:12])(=[O:2])[CH:4]=[CH:5][C:6]1[CH:7]=[CH:8][CH:9]=[CH:10][CH:11]=1, predict the reactants needed to synthesize it. The reactants are: C[O:2][C:3](=[O:12])[CH:4]=[CH:5][C:6]1[CH:11]=[CH:10][CH:9]=[CH:8][CH:7]=1.[OH-].[Na+].